From a dataset of NCI-60 drug combinations with 297,098 pairs across 59 cell lines. Regression. Given two drug SMILES strings and cell line genomic features, predict the synergy score measuring deviation from expected non-interaction effect. (1) Drug 1: CC(CN1CC(=O)NC(=O)C1)N2CC(=O)NC(=O)C2. Drug 2: C1CCC(C(C1)N)N.C(=O)(C(=O)[O-])[O-].[Pt+4]. Cell line: SNB-75. Synergy scores: CSS=-0.0830, Synergy_ZIP=-2.21, Synergy_Bliss=-3.67, Synergy_Loewe=-11.5, Synergy_HSA=-2.85. (2) Drug 1: CC1=C(C(=CC=C1)Cl)NC(=O)C2=CN=C(S2)NC3=CC(=NC(=N3)C)N4CCN(CC4)CCO. Drug 2: C1CN(P(=O)(OC1)NCCCl)CCCl. Cell line: NCI/ADR-RES. Synergy scores: CSS=5.77, Synergy_ZIP=2.83, Synergy_Bliss=7.23, Synergy_Loewe=5.32, Synergy_HSA=4.35. (3) Drug 1: C(=O)(N)NO. Drug 2: C1CC(=O)NC(=O)C1N2C(=O)C3=CC=CC=C3C2=O. Synergy scores: CSS=0.321, Synergy_ZIP=-0.248, Synergy_Bliss=0.316, Synergy_Loewe=-1.73, Synergy_HSA=-0.817. Cell line: OVCAR-5. (4) Drug 1: CC1=C(C=C(C=C1)NC2=NC=CC(=N2)N(C)C3=CC4=NN(C(=C4C=C3)C)C)S(=O)(=O)N.Cl. Drug 2: C1=CN(C=N1)CC(O)(P(=O)(O)O)P(=O)(O)O. Cell line: NCI-H322M. Synergy scores: CSS=0.585, Synergy_ZIP=-1.05, Synergy_Bliss=-3.60, Synergy_Loewe=-18.4, Synergy_HSA=-5.28. (5) Drug 1: CN(C)N=NC1=C(NC=N1)C(=O)N. Drug 2: C1C(C(OC1N2C=NC3=C2NC=NCC3O)CO)O. Cell line: PC-3. Synergy scores: CSS=4.35, Synergy_ZIP=-0.816, Synergy_Bliss=2.81, Synergy_Loewe=1.07, Synergy_HSA=1.21. (6) Drug 1: CN(CC1=CN=C2C(=N1)C(=NC(=N2)N)N)C3=CC=C(C=C3)C(=O)NC(CCC(=O)O)C(=O)O. Drug 2: CC(C)NC(=O)C1=CC=C(C=C1)CNNC.Cl. Cell line: SK-MEL-28. Synergy scores: CSS=34.8, Synergy_ZIP=-10.1, Synergy_Bliss=-4.71, Synergy_Loewe=-67.5, Synergy_HSA=-3.77. (7) Drug 1: COC1=C(C=C2C(=C1)N=CN=C2NC3=CC(=C(C=C3)F)Cl)OCCCN4CCOCC4. Drug 2: C1=CC(=C2C(=C1NCCNCCO)C(=O)C3=C(C=CC(=C3C2=O)O)O)NCCNCCO. Cell line: NCI-H460. Synergy scores: CSS=70.2, Synergy_ZIP=11.6, Synergy_Bliss=11.0, Synergy_Loewe=12.8, Synergy_HSA=14.9. (8) Drug 1: CN(C(=O)NC(C=O)C(C(C(CO)O)O)O)N=O. Drug 2: CC1C(C(CC(O1)OC2CC(CC3=C2C(=C4C(=C3O)C(=O)C5=C(C4=O)C(=CC=C5)OC)O)(C(=O)CO)O)N)O.Cl. Cell line: U251. Synergy scores: CSS=47.1, Synergy_ZIP=4.14, Synergy_Bliss=4.27, Synergy_Loewe=-10.7, Synergy_HSA=6.20. (9) Drug 1: CC(CN1CC(=O)NC(=O)C1)N2CC(=O)NC(=O)C2. Drug 2: CC1C(C(CC(O1)OC2CC(OC(C2O)C)OC3=CC4=CC5=C(C(=O)C(C(C5)C(C(=O)C(C(C)O)O)OC)OC6CC(C(C(O6)C)O)OC7CC(C(C(O7)C)O)OC8CC(C(C(O8)C)O)(C)O)C(=C4C(=C3C)O)O)O)O. Cell line: SK-MEL-28. Synergy scores: CSS=11.2, Synergy_ZIP=-1.72, Synergy_Bliss=4.36, Synergy_Loewe=3.99, Synergy_HSA=3.98. (10) Drug 1: COC1=C(C=C2C(=C1)N=CN=C2NC3=CC(=C(C=C3)F)Cl)OCCCN4CCOCC4. Drug 2: CC1=C(C=C(C=C1)NC(=O)C2=CC=C(C=C2)CN3CCN(CC3)C)NC4=NC=CC(=N4)C5=CN=CC=C5. Cell line: NCI-H522. Synergy scores: CSS=35.5, Synergy_ZIP=1.12, Synergy_Bliss=1.23, Synergy_Loewe=-10.1, Synergy_HSA=1.03.